Dataset: Forward reaction prediction with 1.9M reactions from USPTO patents (1976-2016). Task: Predict the product of the given reaction. Given the reactants Br[C:2]1[CH:7]=[CH:6][C:5]([C@H:8]([C:19]2[CH:24]=[CH:23][CH:22]=[CH:21][C:20]=2[CH3:25])[CH2:9][C:10]([C:12]2[CH:17]=[CH:16][N:15]=[C:14]([CH3:18])[CH:13]=2)=[O:11])=[CH:4][CH:3]=1.C(OCC)(=O)[CH2:27][C:28]([O:30]CC)=[O:29].C(O)(=O)C.[OH-].[Li+].S([O-])(O)(=O)=O.[K+].[Cl-].[NH4+], predict the reaction product. The product is: [CH3:18][C:14]1[CH:13]=[C:12]([C:10](=[O:11])[CH2:9][C@H:8]([C:5]2[CH:4]=[CH:3][C:2]([CH2:27][C:28]([OH:30])=[O:29])=[CH:7][CH:6]=2)[C:19]2[CH:24]=[CH:23][CH:22]=[CH:21][C:20]=2[CH3:25])[CH:17]=[CH:16][N:15]=1.